From a dataset of Catalyst prediction with 721,799 reactions and 888 catalyst types from USPTO. Predict which catalyst facilitates the given reaction. (1) Reactant: Br[C:2]1[CH:3]=[C:4]2[C:8](=[N:9][CH:10]=1)[NH:7][CH:6]=[CH:5]2.[CH3:11][S:12]([O-:14])=[O:13].[Na+].N1CCC[C@H]1C(O)=O.[OH-].[Na+].N. Product: [CH3:11][S:12]([C:2]1[CH:3]=[C:4]2[CH:5]=[CH:6][NH:7][C:8]2=[N:9][CH:10]=1)(=[O:14])=[O:13]. The catalyst class is: 156. (2) Reactant: [H-].[Na+].[Br:3][C:4]1[CH:5]=[C:6]([CH3:16])[C:7]2[N:11]=[C:10]([CH2:12][CH2:13][CH3:14])[NH:9][C:8]=2[CH:15]=1.[CH3:17][CH2:18][O:19][C:20]([CH2:22]Br)=[O:21]. Product: [Br:3][C:4]1[CH:5]=[C:6]([CH3:16])[C:7]2[N:11]=[C:10]([CH2:12][CH2:13][CH3:14])[N:9]([CH2:22][C:20]([O:19][CH2:18][CH3:17])=[O:21])[C:8]=2[CH:15]=1. The catalyst class is: 1. (3) Reactant: [CH:1]12[O:6][CH:5]1[CH2:4][N:3]([C:7]([O:9][C:10]([CH3:13])([CH3:12])[CH3:11])=[O:8])[CH2:2]2.[N:14]([Si](C)(C)C)=[N+:15]=[N-:16].C(=O)([O-])[O-].[K+].[K+]. Product: [N:14]([C@H:1]1[C@H:5]([OH:6])[CH2:4][N:3]([C:7]([O:9][C:10]([CH3:13])([CH3:12])[CH3:11])=[O:8])[CH2:2]1)=[N+:15]=[N-:16]. The catalyst class is: 22. (4) Reactant: [CH3:1][C:2]1[CH:3]=[C:4]([NH:19][C:20]2[C:21]3[N:28]([CH2:29][CH2:30][NH:31]C(=O)OC(C)(C)C)[CH:27]=[CH:26][C:22]=3[N:23]=[CH:24][N:25]=2)[CH:5]=[CH:6][C:7]=1[O:8][C:9]1[CH:14]=[CH:13][CH:12]=[C:11]([C:15]([F:18])([F:17])[F:16])[CH:10]=1.FC(F)(F)C(O)=O. Product: [NH2:31][CH2:30][CH2:29][N:28]1[C:21]2[C:20]([NH:19][C:4]3[CH:5]=[CH:6][C:7]([O:8][C:9]4[CH:14]=[CH:13][CH:12]=[C:11]([C:15]([F:17])([F:18])[F:16])[CH:10]=4)=[C:2]([CH3:1])[CH:3]=3)=[N:25][CH:24]=[N:23][C:22]=2[CH:26]=[CH:27]1. The catalyst class is: 4. (5) Reactant: [NH:1]1[C:5]2[CH:6]=[CH:7][CH:8]=[CH:9][C:4]=2[N:3]=[C:2]1[C:10]1[C:14]([NH:15][C:16]([C:18]([CH3:25])([CH3:24])[CH2:19][O:20]C(=O)C)=[O:17])=[CH:13][NH:12][N:11]=1.C([O-])([O-])=O.[K+].[K+]. Product: [NH:3]1[C:4]2[CH:9]=[CH:8][CH:7]=[CH:6][C:5]=2[N:1]=[C:2]1[C:10]1[C:14]([NH:15][C:16](=[O:17])[C:18]([CH3:24])([CH3:25])[CH2:19][OH:20])=[CH:13][NH:12][N:11]=1. The catalyst class is: 125. (6) Reactant: [NH2:1][C:2]1[CH:3]=[C:4]([CH:7]=[CH:8][C:9]=1[F:10])[C:5]#[N:6].C1C(=O)N([Br:18])C(=O)C1. Product: [NH2:1][C:2]1[C:9]([F:10])=[CH:8][C:7]([Br:18])=[C:4]([CH:3]=1)[C:5]#[N:6]. The catalyst class is: 10. (7) Reactant: [OH-].[Na+].[O:3]1[C:7]2[CH:8]=[CH:9][C:10]([CH:12]([C:17]3[C:25]4[C:20](=[CH:21][CH:22]=[C:23]([Br:26])[CH:24]=4)[N:19]([CH3:27])[CH:18]=3)[C:13]([O:15]C)=[O:14])=[CH:11][C:6]=2[O:5][CH2:4]1.CO. Product: [O:3]1[C:7]2[CH:8]=[CH:9][C:10]([CH:12]([C:17]3[C:25]4[C:20](=[CH:21][CH:22]=[C:23]([Br:26])[CH:24]=4)[N:19]([CH3:27])[CH:18]=3)[C:13]([OH:15])=[O:14])=[CH:11][C:6]=2[O:5][CH2:4]1. The catalyst class is: 12. (8) Reactant: Cl.FC1C=C(C=CC=1)CN1C=C(C2C3C(=NC=C(C4C=CC(C5CCNCC5)=CC=4)C=3)N(S(C3C=CC(C)=CC=3)(=O)=O)C=2)C=N1.[F:46][C:47]1[CH:48]=[C:49]([CH:91]=[CH:92][CH:93]=1)[CH2:50][N:51]1[CH:55]=[C:54]([C:56]2[C:64]3[C:59](=[N:60][CH:61]=[C:62]([C:65]4[CH:66]=[CH:67][C:68]([N:71]5[CH2:76][CH2:75][N:74]([C:77](=[O:80])[CH2:78][OH:79])[CH2:73][CH2:72]5)=[N:69][CH:70]=4)[CH:63]=3)[N:58](S(C3C=CC(C)=CC=3)(=O)=O)[CH:57]=2)[CH:53]=[N:52]1.[OH-].[Li+]. Product: [F:46][C:47]1[CH:48]=[C:49]([CH:91]=[CH:92][CH:93]=1)[CH2:50][N:51]1[CH:55]=[C:54]([C:56]2[C:64]3[C:59](=[N:60][CH:61]=[C:62]([C:65]4[CH:66]=[CH:67][C:68]([N:71]5[CH2:72][CH2:73][N:74]([C:77](=[O:80])[CH2:78][OH:79])[CH2:75][CH2:76]5)=[N:69][CH:70]=4)[CH:63]=3)[NH:58][CH:57]=2)[CH:53]=[N:52]1. The catalyst class is: 87. (9) The catalyst class is: 6. Reactant: [CH:1]([C:4]1[C:12](C(=O)C(C)C)=[C:7]2[CH:8]=[CH:9][CH:10]=[CH:11][N:6]2[N:5]=1)([CH3:3])[CH3:2].S(=O)(=O)(O)O.[OH-].[Na+]. Product: [CH:1]([C:4]1[CH:12]=[C:7]2[CH:8]=[CH:9][CH:10]=[CH:11][N:6]2[N:5]=1)([CH3:3])[CH3:2].